Dataset: Reaction yield outcomes from USPTO patents with 853,638 reactions. Task: Predict the reaction yield, written as a fraction of the theoretical maximum amount of product (1.0 means a 100% yield; for example, 0.34 means a 34% yield). The reactants are C([N:8]1[C:16]2[C:11](=[CH:12][C:13]([C:17]3[C:18]([C:35]([O:37][CH2:38][CH3:39])=[O:36])=[C:19]4[C:28]5[C:23](=[CH:24][C:25]([O:31][CH3:32])=[C:26]([O:29][CH3:30])[CH:27]=5)[CH2:22][CH2:21][N:20]4[C:33]=3[CH3:34])=[CH:14][CH:15]=2)[CH2:10][CH2:9]1)C1C=CC=CC=1.[H][H]. The catalyst is CN(C)C=O.[OH-].[Pd+2].[OH-]. The product is [NH:8]1[C:16]2[C:11](=[CH:12][C:13]([C:17]3[C:18]([C:35]([O:37][CH2:38][CH3:39])=[O:36])=[C:19]4[C:28]5[C:23](=[CH:24][C:25]([O:31][CH3:32])=[C:26]([O:29][CH3:30])[CH:27]=5)[CH2:22][CH2:21][N:20]4[C:33]=3[CH3:34])=[CH:14][CH:15]=2)[CH2:10][CH2:9]1. The yield is 0.770.